Dataset: Reaction yield outcomes from USPTO patents with 853,638 reactions. Task: Predict the reaction yield, written as a fraction of the theoretical maximum amount of product (1.0 means a 100% yield; for example, 0.34 means a 34% yield). (1) The reactants are [CH2:1]([N:8]1[C:12]([O:13][C:14]2[CH:21]=[CH:20][C:17]([CH:18]=O)=[CH:16][CH:15]=2)=[N:11][N:10]=[N:9]1)[C:2]1[CH:7]=[CH:6][CH:5]=[CH:4][CH:3]=1.[NH2:22][C:23]1[N:24]=[N:25][C:26]([CH3:29])=[CH:27][CH:28]=1.C([O:32][C:33](=O)[C:34]([OH:47])=[CH:35][C:36]([C:38]1[CH:43]=[CH:42][C:41]([CH:44]([CH3:46])[CH3:45])=[CH:40][CH:39]=1)=[O:37])C. No catalyst specified. The product is [CH2:1]([N:8]1[C:12]([O:13][C:14]2[CH:21]=[CH:20][C:17]([CH:18]3[N:22]([C:23]4[N:24]=[N:25][C:26]([CH3:29])=[CH:27][CH:28]=4)[C:33](=[O:32])[C:34]([OH:47])=[C:35]3[C:36](=[O:37])[C:38]3[CH:39]=[CH:40][C:41]([CH:44]([CH3:45])[CH3:46])=[CH:42][CH:43]=3)=[CH:16][CH:15]=2)=[N:11][N:10]=[N:9]1)[C:2]1[CH:7]=[CH:6][CH:5]=[CH:4][CH:3]=1. The yield is 0.330. (2) The reactants are [CH2:1]([O:8][C:9]([N:11]1[CH2:16][CH2:15][C:14]([CH:18]([NH2:27])[CH2:19][C:20]2[CH:25]=[CH:24][C:23]([F:26])=[CH:22][CH:21]=2)([OH:17])[CH2:13][CH2:12]1)=[O:10])[C:2]1[CH:7]=[CH:6][CH:5]=[CH:4][CH:3]=1.Cl[CH2:29][C:30](Cl)=[O:31].[Na+].[I-].[I-].CC(C)([O-])C. No catalyst specified. The product is [CH2:1]([O:8][C:9]([N:11]1[CH2:12][CH2:13][C:14]2([O:17][CH2:29][C:30](=[O:31])[NH:27][CH:18]2[CH2:19][C:20]2[CH:25]=[CH:24][C:23]([F:26])=[CH:22][CH:21]=2)[CH2:15][CH2:16]1)=[O:10])[C:2]1[CH:7]=[CH:6][CH:5]=[CH:4][CH:3]=1. The yield is 0.190. (3) No catalyst specified. The reactants are Cl[C:2]1[N:6]([CH:7]2[CH2:9][CH2:8]2)[N:5]=[CH:4][C:3]=1[N+:10]([O-:12])=[O:11].[F:13][C:14]([F:26])([F:25])[C:15]([NH:17][C@@H:18]1[CH2:24][CH2:23][CH2:22][NH:21][CH2:20][CH2:19]1)=[O:16]. The product is [CH:7]1([N:6]2[C:2]([N:21]3[CH2:22][CH2:23][CH2:24][C@@H:18]([NH:17][C:15](=[O:16])[C:14]([F:25])([F:13])[F:26])[CH2:19][CH2:20]3)=[C:3]([N+:10]([O-:12])=[O:11])[CH:4]=[N:5]2)[CH2:9][CH2:8]1. The yield is 0.610.